Dataset: HIV replication inhibition screening data with 41,000+ compounds from the AIDS Antiviral Screen. Task: Binary Classification. Given a drug SMILES string, predict its activity (active/inactive) in a high-throughput screening assay against a specified biological target. (1) The result is 0 (inactive). The drug is Cc1cn(C2CC(NC(=O)N(C)O)C(CO)O2)c(=O)[nH]c1=O. (2) The molecule is Cc1cc(C)c2cnnn2n1. The result is 0 (inactive).